This data is from Aqueous solubility values for 9,982 compounds from the AqSolDB database. The task is: Regression/Classification. Given a drug SMILES string, predict its absorption, distribution, metabolism, or excretion properties. Task type varies by dataset: regression for continuous measurements (e.g., permeability, clearance, half-life) or binary classification for categorical outcomes (e.g., BBB penetration, CYP inhibition). For this dataset (solubility_aqsoldb), we predict Y. (1) The compound is OC(CCl)CCl. The Y is -0.115 log mol/L. (2) The compound is NS(=O)(=O)c1cc2c(s1)C(O)CCS2(=O)=O. The Y is -1.28 log mol/L. (3) The drug is Cc1ccc2nc3sc(=O)sc3nc2c1. The Y is -5.37 log mol/L. (4) The drug is CC1C(NC(=O)/C(=N\OC(C)(C)C(=O)O)c2csc(N)n2)C(=O)N1S(=O)(=O)O. The Y is -1.64 log mol/L.